Regression. Given a peptide amino acid sequence and an MHC pseudo amino acid sequence, predict their binding affinity value. This is MHC class II binding data. From a dataset of Peptide-MHC class II binding affinity with 134,281 pairs from IEDB. (1) The peptide sequence is EKKYFEATQFEPLAA. The MHC is DRB1_0701 with pseudo-sequence DRB1_0701. The binding affinity (normalized) is 0.676. (2) The peptide sequence is EGHHLASAAIFGHDG. The MHC is DRB1_0101 with pseudo-sequence DRB1_0101. The binding affinity (normalized) is 0.591. (3) The peptide sequence is MVTMLSPMLHHWIKV. The MHC is DRB1_0301 with pseudo-sequence DRB1_0301. The binding affinity (normalized) is 0.516.